Dataset: Full USPTO retrosynthesis dataset with 1.9M reactions from patents (1976-2016). Task: Predict the reactants needed to synthesize the given product. (1) The reactants are: COCCO[AlH2-]OCCOC.[Na+].C([O:15][C:16]([C:18]1[N:19]=[C:20]([C:27]2[CH:32]=[C:31]([O:33][C:34]3[CH:55]=[CH:54][C:37]4[N:38]([CH3:53])[C:39]([NH:41][C:42]5[CH:47]=[C:46]([C:48]([F:51])([F:50])[F:49])[CH:45]=[CH:44][C:43]=5[F:52])=[N:40][C:36]=4[CH:35]=3)[CH:30]=[CH:29][N:28]=2)[NH:21][C:22]=1[C:23]([F:26])([F:25])[F:24])=O)C. Given the product [F:52][C:43]1[CH:44]=[CH:45][C:46]([C:48]([F:51])([F:50])[F:49])=[CH:47][C:42]=1[NH:41][C:39]1[N:38]([CH3:53])[C:37]2[CH:54]=[CH:55][C:34]([O:33][C:31]3[CH:30]=[CH:29][N:28]=[C:27]([C:20]4[NH:21][C:22]([C:23]([F:26])([F:24])[F:25])=[C:18]([CH2:16][OH:15])[N:19]=4)[CH:32]=3)=[CH:35][C:36]=2[N:40]=1, predict the reactants needed to synthesize it. (2) Given the product [NH2:1][C:2]1[N:10]=[CH:9][N:8]=[C:7]2[C:3]=1[N:4]([C:38]1[CH:39]=[CH:40][C:35]([O:34][CH2:27][C:28]3[CH:33]=[CH:32][CH:31]=[CH:30][CH:29]=3)=[CH:36][CH:37]=1)[C:5](=[O:26])[N:6]2[C:11]1[CH:12]=[C:13]([N:17]([CH3:25])[C:18](=[O:24])[O:19][C:20]([CH3:22])([CH3:23])[CH3:21])[CH:14]=[CH:15][CH:16]=1, predict the reactants needed to synthesize it. The reactants are: [NH2:1][C:2]1[N:10]=[CH:9][N:8]=[C:7]2[C:3]=1[NH:4][C:5](=[O:26])[N:6]2[C:11]1[CH:12]=[C:13]([N:17]([CH3:25])[C:18](=[O:24])[O:19][C:20]([CH3:23])([CH3:22])[CH3:21])[CH:14]=[CH:15][CH:16]=1.[CH2:27]([O:34][C:35]1[CH:40]=[CH:39][C:38](B(O)O)=[CH:37][CH:36]=1)[C:28]1[CH:33]=[CH:32][CH:31]=[CH:30][CH:29]=1.N1C=CC=CC=1. (3) Given the product [NH2:15][C:16]1[N:24]=[CH:23][N:22]=[C:21]2[C:17]=1[N:18]=[CH:19][N:20]2[C@H:25]1[C@H:29]2[C@H:28]([O:32][C:31]([CH3:33])([CH3:34])[O:30]2)[C@@H:27]([CH2:35][N:36]([CH3:41])[CH2:37][CH2:38][CH2:39][NH:40][C:10]2[NH:11][C:7]3[CH:6]=[C:5]([C:1]([CH3:4])([CH3:3])[CH3:2])[CH:14]=[CH:13][C:8]=3[N:9]=2)[O:26]1, predict the reactants needed to synthesize it. The reactants are: [C:1]([C:5]1[CH:14]=[CH:13][C:8]2[NH:9][C:10](Cl)=[N:11][C:7]=2[CH:6]=1)([CH3:4])([CH3:3])[CH3:2].[NH2:15][C:16]1[N:24]=[CH:23][N:22]=[C:21]2[C:17]=1[N:18]=[CH:19][N:20]2[C@H:25]1[C@@H:29]2[O:30][C:31]([CH3:34])([CH3:33])[O:32][C@@H:28]2[C@@H:27]([CH2:35][N:36]([CH3:41])[CH2:37][CH2:38][CH2:39][NH2:40])[O:26]1. (4) Given the product [CH2:1]([O:3][C:4]([C:6]1[N:7]=[CH:8][C:9]2[C:14]([C:15]=1[OH:16])=[CH:13][CH:12]=[C:11]([NH:25][C:23](=[O:24])[C:22]1[CH:26]=[CH:27][C:19]([F:18])=[CH:20][CH:21]=1)[CH:10]=2)=[O:5])[CH3:2], predict the reactants needed to synthesize it. The reactants are: [CH2:1]([O:3][C:4]([C:6]1[N:7]=[CH:8][C:9]2[C:14]([C:15]=1[OH:16])=[CH:13][CH:12]=[C:11](Br)[CH:10]=2)=[O:5])[CH3:2].[F:18][C:19]1[CH:27]=[CH:26][C:22]([C:23]([NH2:25])=[O:24])=[CH:21][CH:20]=1. (5) Given the product [Cl:1][C:2]1[CH:3]=[CH:4][C:5]([S:8]([N:11]([CH:18]([CH3:27])[CH2:19][C:20]([OH:22])=[O:21])[C:12]2[CH:17]=[CH:16][CH:15]=[CH:14][CH:13]=2)(=[O:10])=[O:9])=[CH:6][CH:7]=1, predict the reactants needed to synthesize it. The reactants are: [Cl:1][C:2]1[CH:7]=[CH:6][C:5]([S:8]([N:11]([CH:18]([CH3:27])[CH2:19][C:20]([O:22]C(C)(C)C)=[O:21])[C:12]2[CH:17]=[CH:16][CH:15]=[CH:14][CH:13]=2)(=[O:10])=[O:9])=[CH:4][CH:3]=1.C(O)(C(F)(F)F)=O.